From a dataset of Forward reaction prediction with 1.9M reactions from USPTO patents (1976-2016). Predict the product of the given reaction. (1) Given the reactants [Cl:1][C:2]1[CH:3]=[C:4]([C:12]2[O:16][N:15]=[C:14]([C:17]3[C:25]([F:26])=[CH:24][C:23]4[C:19](=[CH:20][N:21]([CH2:27][CH2:28][CH2:29][C:30]([O:32]CC)=[O:31])[N:22]=4)[CH:18]=3)[N:13]=2)[CH:5]=[N:6][C:7]=1[O:8][CH:9]([CH3:11])[CH3:10].[OH-].[Na+], predict the reaction product. The product is: [Cl:1][C:2]1[CH:3]=[C:4]([C:12]2[O:16][N:15]=[C:14]([C:17]3[C:25]([F:26])=[CH:24][C:23]4[C:19](=[CH:20][N:21]([CH2:27][CH2:28][CH2:29][C:30]([OH:32])=[O:31])[N:22]=4)[CH:18]=3)[N:13]=2)[CH:5]=[N:6][C:7]=1[O:8][CH:9]([CH3:11])[CH3:10]. (2) Given the reactants [NH2:1][CH2:2][C:3]1[C:4]([CH2:20][C:21]([CH3:24])([CH3:23])[CH3:22])=[N:5][C:6]([CH3:19])=[C:7]([C:11]=1[C:12]1[CH:17]=[CH:16][C:15]([CH3:18])=[CH:14][CH:13]=1)[C:8]([OH:10])=[O:9].[C:25]([OH:32])(=[O:31])/[CH:26]=[CH:27]/[C:28]([OH:30])=[O:29], predict the reaction product. The product is: [C:25]([OH:32])(=[O:31])/[CH:26]=[CH:27]/[C:28]([OH:30])=[O:29].[NH2:1][CH2:2][C:3]1[C:4]([CH2:20][C:21]([CH3:24])([CH3:23])[CH3:22])=[N:5][C:6]([CH3:19])=[C:7]([C:11]=1[C:12]1[CH:17]=[CH:16][C:15]([CH3:18])=[CH:14][CH:13]=1)[C:8]([OH:10])=[O:9].[NH2:1][CH2:2][C:3]1[C:4]([CH2:20][C:21]([CH3:24])([CH3:23])[CH3:22])=[N:5][C:6]([CH3:19])=[C:7]([C:11]=1[C:12]1[CH:17]=[CH:16][C:15]([CH3:18])=[CH:14][CH:13]=1)[C:8]([OH:10])=[O:9].